This data is from Forward reaction prediction with 1.9M reactions from USPTO patents (1976-2016). The task is: Predict the product of the given reaction. (1) Given the reactants [CH2:1]([O:8][C:9]1[CH:14]=[CH:13][C:12]([NH:15][C:16]2[C:21]([NH2:22])=[CH:20][C:19]([CH3:23])=[CH:18][N:17]=2)=[CH:11][CH:10]=1)[C:2]1[CH:7]=[CH:6][CH:5]=[CH:4][CH:3]=1.C1N=CN([C:29](N2C=NC=C2)=[O:30])C=1, predict the reaction product. The product is: [CH2:1]([O:8][C:9]1[CH:10]=[CH:11][C:12]([N:15]2[C:16]3=[N:17][CH:18]=[C:19]([CH3:23])[CH:20]=[C:21]3[NH:22][C:29]2=[O:30])=[CH:13][CH:14]=1)[C:2]1[CH:7]=[CH:6][CH:5]=[CH:4][CH:3]=1. (2) Given the reactants [CH2:1]([N:8]1[CH2:15][CH:14]2[NH:16][CH:10]([CH2:11][CH2:12][CH2:13]2)[CH2:9]1)[C:2]1[CH:7]=[CH:6][CH:5]=[CH:4][CH:3]=1.[C:17]([O:21][C:22](=O)[O:23]C(C)(C)C)([CH3:20])([CH3:19])[CH3:18].C(N(CC)CC)C, predict the reaction product. The product is: [C:17]([O:21][C:22]([N:16]1[CH:14]2[CH2:13][CH2:12][CH2:11][CH:10]1[CH2:9][N:8]([CH2:1][C:2]1[CH:3]=[CH:4][CH:5]=[CH:6][CH:7]=1)[CH2:15]2)=[O:23])([CH3:20])([CH3:19])[CH3:18]. (3) Given the reactants [F:1][C:2]([F:21])([F:20])[C:3]1[CH:4]=[CH:5][CH:6]=[C:7]2[C:12]=1[N:11]=[C:10]([C:13]1[CH:14]=[C:15]([OH:19])[CH:16]=[CH:17][CH:18]=1)[CH:9]=[N:8]2.[CH2:22]([S:24]([C:27]1[CH:32]=[CH:31][CH:30]=[C:29](F)[CH:28]=1)(=[O:26])=[O:25])[CH3:23].FC1C=CC=C(S(C)(=O)=O)C=1, predict the reaction product. The product is: [CH2:22]([S:24]([C:27]1[CH:28]=[C:29]([CH:30]=[CH:31][CH:32]=1)[O:19][C:15]1[CH:14]=[C:13]([C:10]2[CH:9]=[N:8][C:7]3[C:12](=[C:3]([C:2]([F:1])([F:20])[F:21])[CH:4]=[CH:5][CH:6]=3)[N:11]=2)[CH:18]=[CH:17][CH:16]=1)(=[O:25])=[O:26])[CH3:23]. (4) The product is: [Cl:1][C:2]1[CH:7]=[CH:6][C:5]([O:8][CH2:21][C:22]([OH:24])=[O:23])=[C:4]([C:9]2[O:13][N:12]=[CH:11][CH:10]=2)[CH:3]=1. Given the reactants [Cl:1][C:2]1[CH:7]=[CH:6][C:5]([OH:8])=[C:4]([C:9]2[O:13][N:12]=[CH:11][CH:10]=2)[CH:3]=1.C(=O)([O-])[O-].[K+].[K+].Br[CH2:21][C:22]([O:24]C(C)(C)C)=[O:23], predict the reaction product. (5) Given the reactants C([O:8][C:9]1[CH:14]=[CH:13][C:12]([CH:15]2[CH2:20][CH2:19][N:18]([CH:21]3[CH2:25][CH2:24][N:23]([CH2:26][C:27]4[CH:32]=[CH:31][C:30]([CH3:33])=[C:29]([F:34])[CH:28]=4)[C:22]3=[O:35])[CH2:17][C:16]2([F:37])[F:36])=[CH:11][CH:10]=1)C1C=CC=CC=1, predict the reaction product. The product is: [F:37][C:16]1([F:36])[CH:15]([C:12]2[CH:11]=[CH:10][C:9]([OH:8])=[CH:14][CH:13]=2)[CH2:20][CH2:19][N:18]([CH:21]2[CH2:25][CH2:24][N:23]([CH2:26][C:27]3[CH:32]=[CH:31][C:30]([CH3:33])=[C:29]([F:34])[CH:28]=3)[C:22]2=[O:35])[CH2:17]1. (6) Given the reactants [Cl:1][C:2]1[CH:7]=[CH:6][C:5]([S:8]([NH:11][CH:12]2[CH2:17][CH2:16][CH2:15][CH2:14][CH:13]2[CH3:18])(=[O:10])=[O:9])=[CH:4][CH:3]=1.Br[CH2:20][C:21]1[CH:30]=[CH:29][C:24]([C:25]([O:27][CH3:28])=[O:26])=[CH:23][CH:22]=1.C(=O)([O-])[O-].[Cs+].[Cs+].C(OCC)(=O)C, predict the reaction product. The product is: [Cl:1][C:2]1[CH:7]=[CH:6][C:5]([S:8]([N:11]([CH2:20][C:21]2[CH:30]=[CH:29][C:24]([C:25]([O:27][CH3:28])=[O:26])=[CH:23][CH:22]=2)[CH:12]2[CH2:17][CH2:16][CH2:15][CH2:14][CH:13]2[CH3:18])(=[O:10])=[O:9])=[CH:4][CH:3]=1.